From a dataset of Forward reaction prediction with 1.9M reactions from USPTO patents (1976-2016). Predict the product of the given reaction. (1) Given the reactants [OH:1][C:2]1[CH:10]=[CH:9][C:5]([C:6]([OH:8])=[O:7])=[CH:4][N:3]=1.[Si](C=[N+]=[N-])(C)(C)[CH3:12], predict the reaction product. The product is: [OH:1][C:2]1[CH:10]=[CH:9][C:5]([C:6]([O:8][CH3:12])=[O:7])=[CH:4][N:3]=1. (2) Given the reactants [F:1][C:2]([F:39])([F:38])[C:3]([F:37])([C:33]([F:36])([F:35])[F:34])[CH2:4][C:5]([F:32])([F:31])[CH2:6][C:7]([F:30])([F:29])[CH2:8][CH:9]([C:25]([F:28])([F:27])[F:26])[CH2:10][CH:11]([C:21]([F:24])([F:23])[F:22])[CH2:12][CH:13]([C:17]([F:20])([F:19])[F:18])[CH2:14][CH2:15]I.C(O)C.[S-:43][C:44]#[N:45].[K+], predict the reaction product. The product is: [F:1][C:2]([F:39])([F:38])[C:3]([F:37])([C:33]([F:36])([F:35])[F:34])[CH2:4][C:5]([F:32])([F:31])[CH2:6][C:7]([F:30])([F:29])[CH2:8][CH:9]([C:25]([F:28])([F:27])[F:26])[CH2:10][CH:11]([C:21]([F:24])([F:23])[F:22])[CH2:12][CH:13]([C:17]([F:20])([F:19])[F:18])[CH2:14][CH2:15][S:43][C:44]#[N:45]. (3) Given the reactants [CH3:1][O:2][C:3]1[CH:11]=[CH:10][C:6]([C:7](Cl)=[O:8])=[CH:5][CH:4]=1.[CH3:12][O:13][C:14]1[CH:15]=[C:16]2[C:21](=[CH:22][CH:23]=1)[CH2:20][NH:19][CH2:18][CH2:17]2.C(N(CC)CC)C, predict the reaction product. The product is: [CH3:12][O:13][C:14]1[CH:15]=[C:16]2[C:21](=[CH:22][CH:23]=1)[CH2:20][N:19]([C:7]([C:6]1[CH:10]=[CH:11][C:3]([O:2][CH3:1])=[CH:4][CH:5]=1)=[O:8])[CH2:18][CH2:17]2. (4) Given the reactants CC(C)([O-])C.[K+].[F:7]/[C:8](/[C:21]1[CH:25]=[C:24]([CH3:26])[NH:23][N:22]=1)=[CH:9]\[C:10]1[CH:15]=[CH:14][C:13]([O:16][C:17]([F:20])([F:19])[F:18])=[CH:12][CH:11]=1.[Br:27][C:28]1[CH:33]=[CH:32][CH:31]=[C:30]([CH2:34]Br)[CH:29]=1.O, predict the reaction product. The product is: [Br:27][C:28]1[CH:29]=[C:30]([CH:31]=[CH:32][CH:33]=1)[CH2:34][N:23]1[C:24]([CH3:26])=[CH:25][C:21](/[C:8](/[F:7])=[CH:9]/[C:10]2[CH:11]=[CH:12][C:13]([O:16][C:17]([F:20])([F:19])[F:18])=[CH:14][CH:15]=2)=[N:22]1. (5) Given the reactants [NH2:1][CH2:2][C:3]1[N:4]=[C:5]([C:23]2[CH:28]=[CH:27][C:26]([C:29]([F:32])([F:31])[F:30])=[CH:25][CH:24]=2)[S:6][C:7]=1[CH2:8][O:9][C:10]1[CH:15]=[CH:14][C:13]([C:16]2[NH:20][C:19](=[O:21])[O:18][N:17]=2)=[C:12]([F:22])[CH:11]=1.N1C=CC=CC=1.[C:39](OC(=O)C)(=[O:41])[CH3:40].O, predict the reaction product. The product is: [F:22][C:12]1[CH:11]=[C:10]([CH:15]=[CH:14][C:13]=1[C:16]1[NH:20][C:19](=[O:21])[O:18][N:17]=1)[O:9][CH2:8][C:7]1[S:6][C:5]([C:23]2[CH:28]=[CH:27][C:26]([C:29]([F:31])([F:30])[F:32])=[CH:25][CH:24]=2)=[N:4][C:3]=1[CH2:2][NH:1][C:39](=[O:41])[CH3:40]. (6) Given the reactants [S:1]1[C:5]([CH:6]=[O:7])=[CH:4][C:3]2[CH:8]=[CH:9][CH:10]=[CH:11][C:2]1=2.[BH4-].[Na+], predict the reaction product. The product is: [S:1]1[C:5]([CH2:6][OH:7])=[CH:4][C:3]2[CH:8]=[CH:9][CH:10]=[CH:11][C:2]1=2. (7) Given the reactants [CH3:1][S:2]([OH:5])(=[O:4])=[O:3].[CH3:6][O:7][C:8]([C:10]1[CH:11]=[C:12]([CH3:34])[C:13]2[O:19][C:18]3[C:20]([Cl:30])=[CH:21][C:22]([N:24]4[CH2:29][CH2:28][NH:27][CH2:26][CH2:25]4)=[CH:23][C:17]=3[CH2:16][S:15](=[O:32])(=[O:31])[C:14]=2[CH:33]=1)=[O:9], predict the reaction product. The product is: [S:2]([OH:5])(=[O:4])(=[O:3])[CH3:1].[CH3:6][O:7][C:8]([C:10]1[CH:11]=[C:12]([CH3:34])[C:13]2[O:19][C:18]3[C:20]([Cl:30])=[CH:21][C:22]([N:24]4[CH2:25][CH2:26][NH:27][CH2:28][CH2:29]4)=[CH:23][C:17]=3[CH2:16][S:15](=[O:31])(=[O:32])[C:14]=2[CH:33]=1)=[O:9]. (8) Given the reactants [NH2:1][C:2]([NH:4][C:5]1[C:6]([C:17]([NH:19]CC2C=CC(OC)=CC=2)=[O:18])=[N:7][N:8]([C:10]2[CH:15]=[CH:14][N:13]=[C:12]([CH3:16])[CH:11]=2)[CH:9]=1)=[O:3], predict the reaction product. The product is: [NH2:1][C:2]([NH:4][C:5]1[C:6]([C:17]([NH2:19])=[O:18])=[N:7][N:8]([C:10]2[CH:15]=[CH:14][N:13]=[C:12]([CH3:16])[CH:11]=2)[CH:9]=1)=[O:3]. (9) The product is: [Br:1][C:2]1[CH:7]=[CH:6][N:5]=[C:4]([C@@H:8]2[CH2:9][CH2:10][CH2:11][N:42]2[C@H:40]([C:37]2[CH:38]=[CH:39][C:34]([O:33][CH3:32])=[CH:35][CH:36]=2)[CH3:41])[CH:3]=1. Given the reactants [Br:1][C:2]1[CH:7]=[CH:6][N:5]=[C:4]([C:8](=O)[CH2:9][CH2:10][CH:11]=O)[CH:3]=1.C(O)(=O)C.[BH-](OC(C)=O)(OC(C)=O)OC(C)=O.[Na+].[CH3:32][O:33][C:34]1[CH:39]=[CH:38][C:37]([C@H:40]([NH2:42])[CH3:41])=[CH:36][CH:35]=1, predict the reaction product. (10) Given the reactants [CH3:1][O:2][C:3]1[CH:4]=[C:5]([OH:10])[CH:6]=[C:7]([CH:9]=1)[OH:8].[CH2:11](I)[CH:12]=[CH2:13], predict the reaction product. The product is: [CH2:11]([O:10][C:5]1[CH:6]=[C:7]([OH:8])[CH:9]=[C:3]([O:2][CH3:1])[CH:4]=1)[CH:12]=[CH2:13].